From a dataset of Catalyst prediction with 721,799 reactions and 888 catalyst types from USPTO. Predict which catalyst facilitates the given reaction. (1) Reactant: Cl[C:2]1[C:11]2[C:6](=[CH:7][CH:8]=[CH:9][CH:10]=2)[O:5][C:4](=[O:12])[CH:3]=1.[N-:13]=[N+:14]=[N-:15].[Na+]. Product: [N:13]([C:2]1[C:11]2[C:6](=[CH:7][CH:8]=[CH:9][CH:10]=2)[O:5][C:4](=[O:12])[CH:3]=1)=[N+:14]=[N-:15]. The catalyst class is: 3. (2) Reactant: [Br:1][C:2]1[CH:9]=[CH:8][C:5]([CH2:6]Br)=[C:4]([F:10])[CH:3]=1.[CH3:11][S:12]([N:15]1[CH2:20][CH2:19][NH:18][CH2:17][CH2:16]1)(=[O:14])=[O:13].C([O-])([O-])=O.[K+].[K+]. Product: [Br:1][C:2]1[CH:9]=[CH:8][C:5]([CH2:6][N:18]2[CH2:19][CH2:20][N:15]([S:12]([CH3:11])(=[O:14])=[O:13])[CH2:16][CH2:17]2)=[C:4]([F:10])[CH:3]=1. The catalyst class is: 10. (3) Reactant: [C:1]([Mg]Br)([CH3:3])=[CH2:2].[CH:6]([SiH:9]([CH:11]([CH3:13])[CH3:12])Cl)([CH3:8])[CH3:7]. Product: [C:1]([SiH:9]([CH:11]([CH3:13])[CH3:12])[CH:6]([CH3:8])[CH3:7])([CH3:3])=[CH2:2]. The catalyst class is: 1. (4) Reactant: [CH2:1]([OH:4])[CH:2]=[CH2:3].C(N(CC)CC)C.[C:12]1(=[O:18])[O:17][C:15](=[O:16])[CH2:14][CH2:13]1. Product: [CH2:1]([O:4][C:12](=[O:18])[CH2:13][CH2:14][C:15]([OH:17])=[O:16])[CH:2]=[CH2:3]. The catalyst class is: 4. (5) Reactant: [CH3:1][S:2](Cl)(=[O:4])=[O:3].C(N(CC)CC)C.[C:13]([O:17][C:18](=[O:34])[NH:19][C@H:20]([CH2:32][OH:33])[CH2:21][CH2:22][CH2:23][NH:24][C:25]([O:27][C:28]([CH3:31])([CH3:30])[CH3:29])=[O:26])([CH3:16])([CH3:15])[CH3:14]. Product: [CH3:1][S:2]([O:33][CH2:32][C@@H:20]([NH:19][C:18]([O:17][C:13]([CH3:15])([CH3:14])[CH3:16])=[O:34])[CH2:21][CH2:22][CH2:23][NH:24][C:25]([O:27][C:28]([CH3:31])([CH3:30])[CH3:29])=[O:26])(=[O:4])=[O:3]. The catalyst class is: 4.